Dataset: Retrosynthesis with 50K atom-mapped reactions and 10 reaction types from USPTO. Task: Predict the reactants needed to synthesize the given product. Given the product Cc1cccc(Nc2nc(-c3ccc(-c4ccc(N(C)C)nc4)cc3)cs2)n1, predict the reactants needed to synthesize it. The reactants are: CN(C)c1ccc(Br)cn1.Cc1cccc(Nc2nc(-c3ccc(B4OC(C)(C)C(C)(C)O4)cc3)cs2)n1.